Dataset: Reaction yield outcomes from USPTO patents with 853,638 reactions. Task: Predict the reaction yield, written as a fraction of the theoretical maximum amount of product (1.0 means a 100% yield; for example, 0.34 means a 34% yield). (1) The reactants are [CH3:1][O:2][CH:3]([C:7]1[CH:12]=[CH:11][C:10]([N:13]2[CH2:18][CH2:17][O:16][CH2:15][CH2:14]2)=[CH:9][CH:8]=1)[C:4]([OH:6])=O.[CH3:19][O:20][C:21]1[CH:22]=[C:23]([C:29]2[CH:33]=[CH:32][NH:31][N:30]=2)[CH:24]=[CH:25][C:26]=1[O:27][CH3:28].C(N(C(C)C)CC)(C)C.F[P-](F)(F)(F)(F)F.Br[P+](N1CCCC1)(N1CCCC1)N1CCCC1.C([O-])(O)=O.[Na+]. The catalyst is CN(C=O)C. The yield is 0.500. The product is [CH3:19][O:20][C:21]1[CH:22]=[C:23]([C:29]2[CH:33]=[CH:32][N:31]([C:4](=[O:6])[CH:3]([O:2][CH3:1])[C:7]3[CH:12]=[CH:11][C:10]([N:13]4[CH2:18][CH2:17][O:16][CH2:15][CH2:14]4)=[CH:9][CH:8]=3)[N:30]=2)[CH:24]=[CH:25][C:26]=1[O:27][CH3:28]. (2) The reactants are [CH2:1]([O:3][C:4](=[O:38])[C:5]([O:29][C:30]1[CH:35]=[CH:34][CH:33]=[CH:32][C:31]=1[O:36][CH3:37])([CH3:28])[CH:6]([C:14]1[CH:19]=[CH:18][C:17]([O:20]CC2C=CC=CC=2)=[CH:16][CH:15]=1)OC(=O)C(F)(F)F)[CH3:2]. The catalyst is C(OCC)(=O)C.[Pd]. The product is [CH2:1]([O:3][C:4](=[O:38])[C:5]([O:29][C:30]1[CH:35]=[CH:34][CH:33]=[CH:32][C:31]=1[O:36][CH3:37])([CH3:28])[CH2:6][C:14]1[CH:15]=[CH:16][C:17]([OH:20])=[CH:18][CH:19]=1)[CH3:2]. The yield is 0.250. (3) The reactants are [NH2:1][C:2]1[O:6][N:5]=[C:4]([CH3:7])[C:3]=1[Br:8].Cl[S:10]([C:13]1[CH:17]=[CH:16][S:15][C:14]=1[CH2:18][C:19]1[CH:24]=[CH:23][C:22]2[O:25][CH2:26][O:27][C:21]=2[CH:20]=1)(=[O:12])=[O:11]. No catalyst specified. The product is [Br:8][C:3]1[C:4]([CH3:7])=[N:5][O:6][C:2]=1[NH:1][S:10]([C:13]1[CH:17]=[CH:16][S:15][C:14]=1[CH2:18][C:19]1[CH:24]=[CH:23][C:22]2[O:25][CH2:26][O:27][C:21]=2[CH:20]=1)(=[O:12])=[O:11]. The yield is 0.370. (4) The reactants are C(OC([N:8]1[CH2:12][CH2:11][CH:10]([O:13][C:14]2[C:19]3[C:20]4[CH:26]=[C:25]([C:27]5[CH:28]=[N:29][N:30]([CH3:32])[CH:31]=5)[CH:24]=[N:23][C:21]=4[NH:22][C:18]=3[CH:17]=[N:16][C:15]=2[C:33]#[N:34])[CH2:9]1)=O)(C)(C)C.C([Cl:38])(=O)C. The catalyst is CO. The product is [ClH:38].[CH3:32][N:30]1[CH:31]=[C:27]([C:25]2[CH:24]=[N:23][C:21]3[NH:22][C:18]4[CH:17]=[N:16][C:15]([C:33]#[N:34])=[C:14]([O:13][CH:10]5[CH2:11][CH2:12][NH:8][CH2:9]5)[C:19]=4[C:20]=3[CH:26]=2)[CH:28]=[N:29]1. The yield is 1.00. (5) The reactants are C([O:8][CH2:9][C@H:10]1[O:14][C:13](=[O:15])[N:12]([NH:16][C:17](=[O:23])[O:18][C:19]([CH3:22])([CH3:21])[CH3:20])[CH2:11]1)C1C=CC=CC=1.C([O-])=O.[NH4+]. The catalyst is C(O)C.[Pd]. The product is [OH:8][CH2:9][C@H:10]1[O:14][C:13](=[O:15])[N:12]([NH:16][C:17](=[O:23])[O:18][C:19]([CH3:21])([CH3:20])[CH3:22])[CH2:11]1. The yield is 0.720.